Dataset: hERG Central: cardiac toxicity at 1µM, 10µM, and general inhibition. Task: Predict hERG channel inhibition at various concentrations. (1) The molecule is COc1cccc(N2CCN(CC(=O)Nc3ccccc3C(=O)NCc3ccccc3)CC2)c1. Results: hERG_inhib (hERG inhibition (general)): blocker. (2) The molecule is Cc1cc(C)c(C(=O)N2CCCC(N3CCN(c4cccc(C(F)(F)F)c4)CC3)C2)o1. Results: hERG_inhib (hERG inhibition (general)): blocker. (3) The compound is COc1ccc(N2CCN(CCCNC(=O)c3cc4sccc4n3C)CC2)cc1. Results: hERG_inhib (hERG inhibition (general)): blocker. (4) The molecule is O=C(NCCN1CCc2ccccc2C1)Nc1ccc([N+](=O)[O-])cc1. Results: hERG_inhib (hERG inhibition (general)): blocker. (5) The drug is Cc1c(C(=O)NCc2cccnc2)sc2nc(-c3ccccc3)cn12. Results: hERG_inhib (hERG inhibition (general)): blocker. (6) The molecule is CN(Cc1cccs1)c1nc(-c2cccnc2)nc2ccccc12. Results: hERG_inhib (hERG inhibition (general)): blocker.